Dataset: Full USPTO retrosynthesis dataset with 1.9M reactions from patents (1976-2016). Task: Predict the reactants needed to synthesize the given product. (1) The reactants are: [Br:1][C:2]1[S:6][C:5]([C:7]([O:9][CH2:10][CH3:11])=[O:8])=[CH:4][CH:3]=1.[N+:12]([O-])([OH:14])=[O:13]. Given the product [Br:1][C:2]1[S:6][C:5]([C:7]([O:9][CH2:10][CH3:11])=[O:8])=[CH:4][C:3]=1[N+:12]([O-:14])=[O:13], predict the reactants needed to synthesize it. (2) The reactants are: Cl[C:2]1[C:3](=[O:16])[N:4]([C@@H:9]([CH:13]2[CH2:15][CH2:14]2)[CH2:10][O:11][CH3:12])[CH:5]=[C:6]([Cl:8])[N:7]=1.[CH3:17][O:18][C:19]1[N:24]=[C:23]([CH3:25])[C:22]([NH2:26])=[CH:21][C:20]=1[CH3:27].C[Si]([N-][Si](C)(C)C)(C)C.[Na+].C([O-])(O)=O.[Na+]. Given the product [Cl:8][C:6]1[N:7]=[C:2]([NH:26][C:22]2[C:23]([CH3:25])=[N:24][C:19]([O:18][CH3:17])=[C:20]([CH3:27])[CH:21]=2)[C:3](=[O:16])[N:4]([C@@H:9]([CH:13]2[CH2:15][CH2:14]2)[CH2:10][O:11][CH3:12])[CH:5]=1, predict the reactants needed to synthesize it.